Dataset: Reaction yield outcomes from USPTO patents with 853,638 reactions. Task: Predict the reaction yield, written as a fraction of the theoretical maximum amount of product (1.0 means a 100% yield; for example, 0.34 means a 34% yield). (1) The reactants are [Br:1][C:2]1[CH:7]=[CH:6][C:5]([CH2:8][C:9]([O:11][CH3:12])=[O:10])=[CH:4][CH:3]=1.[Li+].[CH3:14]C([N-]C(C)C)C.IC. The catalyst is C1COCC1. The product is [Br:1][C:2]1[CH:3]=[CH:4][C:5]([CH:8]([CH3:14])[C:9]([O:11][CH3:12])=[O:10])=[CH:6][CH:7]=1. The yield is 0.610. (2) The reactants are [NH:1]([C:3]([S:5][CH3:6])=[NH:4])[NH2:2].[Cl:7][C:8]1[CH:9]=[C:10]([C:15](=O)[CH:16]=O)[CH:11]=[C:12]([F:14])[CH:13]=1. No catalyst specified. The product is [CH3:6][S:5][C:3]1[N:1]=[N:2][CH:16]=[C:15]([C:10]2[CH:11]=[C:12]([F:14])[CH:13]=[C:8]([Cl:7])[CH:9]=2)[N:4]=1. The yield is 0.384. (3) The reactants are [C:1]([C:5]1[CH:6]=[C:7]([C:16]2[S:17][CH:18]=[C:19]([CH2:21][C:22](OCC)=[O:23])[N:20]=2)[CH:8]=[C:9]([C:12]([CH3:15])([CH3:14])[CH3:13])[C:10]=1[OH:11])([CH3:4])([CH3:3])[CH3:2].[H-].[Al+3].[Li+].[H-].[H-].[H-].O.[OH-].[Na+]. The catalyst is O1CCCC1. The product is [C:12]([C:9]1[CH:8]=[C:7]([C:16]2[S:17][CH:18]=[C:19]([CH2:21][CH2:22][OH:23])[N:20]=2)[CH:6]=[C:5]([C:1]([CH3:4])([CH3:3])[CH3:2])[C:10]=1[OH:11])([CH3:13])([CH3:14])[CH3:15]. The yield is 0.990. (4) The yield is 0.690. The reactants are [CH3:1][O:2][C:3]1[N:4]=[C:5]2[C:10](=[CH:11][CH:12]=1)[N:9]=[CH:8][C:7](C(O)=O)=[CH:6]2.C([N:18]([CH2:21]C)CC)C.[C:23]([OH:27])([CH3:26])([CH3:25])[CH3:24].C1(P(N=[N+]=[N-])(C2C=CC=CC=2)=[O:35])C=CC=CC=1. The product is [C:23]([O:27][C:21](=[O:35])[NH:18][C:7]1[CH:8]=[N:9][C:10]2[C:5]([CH:6]=1)=[N:4][C:3]([O:2][CH3:1])=[CH:12][CH:11]=2)([CH3:26])([CH3:25])[CH3:24]. The catalyst is CN(C)C=O. (5) The reactants are [CH3:1][O:2][C:3]1[CH:8]=[CH:7][C:6]([C:9](=O)[CH3:10])=[CH:5][CH:4]=1.[NH2:12][C:13]([NH2:15])=[S:14]. No catalyst specified. The product is [NH2:15][C:13]1[S:14][CH:10]=[C:9]([C:6]2[CH:7]=[CH:8][C:3]([O:2][CH3:1])=[CH:4][CH:5]=2)[N:12]=1. The yield is 0.852.